Dataset: Forward reaction prediction with 1.9M reactions from USPTO patents (1976-2016). Task: Predict the product of the given reaction. (1) Given the reactants [CH:1]([O:4][C:5]1[CH:10]=[CH:9][C:8]([N:11]=[C:12]=[S:13])=[CH:7][CH:6]=1)([CH3:3])[CH3:2].[S:14]1[CH:18]=[CH:17][C:16]([CH2:19][NH2:20])=[CH:15]1, predict the reaction product. The product is: [CH:1]([O:4][C:5]1[CH:10]=[CH:9][C:8]([NH:11][C:12]([NH:20][CH2:19][C:16]2[CH:17]=[CH:18][S:14][CH:15]=2)=[S:13])=[CH:7][CH:6]=1)([CH3:3])[CH3:2]. (2) Given the reactants NC(N)=S.Br[CH2:6][C:7]#[C:8][CH3:9].C[S:11]([C:14]1[CH2:18][C:17]([CH3:20])([CH3:19])[O:16][N:15]=1)(=O)=O.C(=O)([O-])[O-].[K+].[K+], predict the reaction product. The product is: [CH2:6]([S:11][C:14]1[CH2:18][C:17]([CH3:20])([CH3:19])[O:16][N:15]=1)[C:7]#[C:8][CH3:9]. (3) The product is: [CH3:1][CH2:2][CH2:3][CH2:4][CH2:5][C@H:6]([OH:26])/[CH:7]=[CH:8]/[C@H:9]1[O:14][CH:13]([OH:15])[CH2:12][C@H:11]([OH:16])[C@@H:10]1[CH2:17]/[CH:18]=[CH:19]\[CH2:20][CH2:21][CH2:22][C:23]([OH:25])=[O:24]. Given the reactants [CH3:1][CH2:2][CH2:3][CH2:4][CH2:5][C@H:6]([OH:26])/[CH:7]=[CH:8]/[CH:9]1[O:14][CH:13]([OH:15])[CH2:12][C@H:11]([OH:16])[C@@H:10]1[CH2:17][CH2:18][CH2:19][CH2:20][CH2:21][CH2:22][C:23]([OH:25])=[O:24].CC/C=C\C[C@H](O)/C=C/[C@H]1OC(O)C[C@H](O)[C@@H]1C/C=C\CCCC(O)=O, predict the reaction product. (4) Given the reactants [Br:1][C:2]1[CH:7]=[CH:6][C:5]([S:8]([O:11][C@@H:12]2[CH2:16][N:15](C(OC(C)(C)C)=O)[C@H:14]([C:24]([O:26][CH3:27])=[O:25])[CH2:13]2)(=[O:10])=[O:9])=[CH:4][CH:3]=1.[ClH:28].O1CCOCC1, predict the reaction product. The product is: [ClH:28].[Br:1][C:2]1[CH:3]=[CH:4][C:5]([S:8]([O:11][C@@H:12]2[CH2:16][NH:15][C@H:14]([C:24]([O:26][CH3:27])=[O:25])[CH2:13]2)(=[O:10])=[O:9])=[CH:6][CH:7]=1. (5) Given the reactants C([O:3][C:4]([CH2:6][NH:7][C:8]1[CH:13]=[C:12]([O:14][CH3:15])[C:11]([O:16][CH3:17])=[CH:10][C:9]=1[C@@H:18]1[CH2:27][CH2:26][C:25]2[CH:24]=[C:23]([O:28]C(=O)C(C)(C)C)[CH:22]=[CH:21][C:20]=2[CH2:19]1)=O)C.C(O[C:40]([N:42]1[CH2:47][CH2:46][CH:45]([C:48]2[CH:53]=[CH:52][C:51]([C:54](O)=O)=[CH:50][CH:49]=2)[CH2:44][CH2:43]1)=O)(C)(C)C, predict the reaction product. The product is: [OH:3][CH2:4][CH2:6][N:7]([CH2:54][C:51]1[CH:50]=[CH:49][C:48]([CH:45]2[CH2:44][CH2:43][N:42]([CH3:40])[CH2:47][CH2:46]2)=[CH:53][CH:52]=1)[C:8]1[CH:13]=[C:12]([O:14][CH3:15])[C:11]([O:16][CH3:17])=[CH:10][C:9]=1[C@@H:18]1[CH2:27][CH2:26][C:25]2[CH:24]=[C:23]([OH:28])[CH:22]=[CH:21][C:20]=2[CH2:19]1. (6) Given the reactants [F:1][C:2]([F:12])([F:11])[C:3]1[CH:4]=[C:5]([NH:9]N)[CH:6]=[CH:7][CH:8]=1.[CH3:13][CH:14]([C:23](=O)[CH3:24])[CH2:15][CH2:16][CH2:17][CH2:18][S:19]([OH:22])(=[O:21])=[O:20], predict the reaction product. The product is: [F:1][C:2]([F:12])([F:11])[C:3]1[CH:4]=[C:5]2[C:6]([C:14]([CH3:13])([CH2:15][CH2:16][CH2:17][CH2:18][S:19]([OH:22])(=[O:20])=[O:21])[C:23]([CH3:24])=[N:9]2)=[CH:7][CH:8]=1. (7) Given the reactants N(C[C@@H](C1C=CC(OCC2C=CC=CC=2)=C2C=1C=CC(=O)N2)O)=[N+]=[N-].[Si]([O:33][C@H:34]([C:68]1[CH:77]=[CH:76][C:75]([OH:78])=[C:74]2[C:69]=1[CH:70]=[CH:71][C:72](=[O:79])[NH:73]2)[CH2:35][NH:36][CH2:37][CH2:38][CH2:39][CH2:40][CH2:41][CH2:42][CH2:43][C:44]([NH:46][CH2:47][C:48]1[C:49]([NH:61][CH:62]2[CH2:67][CH2:66][O:65][CH2:64][CH2:63]2)=[C:50]2[CH:58]=[N:57][N:56]([CH2:59][CH3:60])[C:51]2=[N:52][C:53]=1[CH2:54][CH3:55])=[O:45])(C(C)(C)C)(C)C, predict the reaction product. The product is: [CH2:59]([N:56]1[C:51]2=[N:52][C:53]([CH2:54][CH3:55])=[C:48]([CH2:47][NH:46][C:44](=[O:45])[CH2:43][CH2:42][CH2:41][CH2:40][CH2:39][CH2:38][CH2:37][NH:36][CH2:35][C@H:34]([OH:33])[C:68]3[CH:77]=[CH:76][C:75]([OH:78])=[C:74]4[C:69]=3[CH:70]=[CH:71][C:72](=[O:79])[NH:73]4)[C:49]([NH:61][CH:62]3[CH2:67][CH2:66][O:65][CH2:64][CH2:63]3)=[C:50]2[CH:58]=[N:57]1)[CH3:60].